From a dataset of Reaction yield outcomes from USPTO patents with 853,638 reactions. Predict the reaction yield, written as a fraction of the theoretical maximum amount of product (1.0 means a 100% yield; for example, 0.34 means a 34% yield). (1) The reactants are C([O-])(O)=O.[Na+].[CH2:6]([O:13][C:14]([N:16]1[CH2:21][CH2:20][NH:19][CH:18]([C:22]([OH:24])=[O:23])[CH2:17]1)=[O:15])[C:7]1[CH:12]=[CH:11][CH:10]=[CH:9][CH:8]=1.[C:25](O[C:25]([O:27][C:28]([CH3:31])([CH3:30])[CH3:29])=[O:26])([O:27][C:28]([CH3:31])([CH3:30])[CH3:29])=[O:26].Cl. The catalyst is O. The product is [C:28]([O:27][C:25]([N:19]1[CH2:20][CH2:21][N:16]([C:14]([O:13][CH2:6][C:7]2[CH:12]=[CH:11][CH:10]=[CH:9][CH:8]=2)=[O:15])[CH2:17][CH:18]1[C:22]([OH:24])=[O:23])=[O:26])([CH3:31])([CH3:30])[CH3:29]. The yield is 0.480. (2) The reactants are [CH3:1][C:2]1([CH3:31])[CH2:7][CH2:6][C:5](=[C:8]([C:24]2[CH:29]=[CH:28][C:27]([OH:30])=[CH:26][CH:25]=2)[C:9]2[CH:14]=[CH:13][C:12](/[CH:15]=[CH:16]/[C:17]([O:19]C(C)(C)C)=[O:18])=[CH:11][CH:10]=2)[CH2:4][CH2:3]1.FC(F)(F)C(O)=O. The catalyst is C(Cl)Cl. The product is [CH3:1][C:2]1([CH3:31])[CH2:7][CH2:6][C:5](=[C:8]([C:24]2[CH:29]=[CH:28][C:27]([OH:30])=[CH:26][CH:25]=2)[C:9]2[CH:14]=[CH:13][C:12](/[CH:15]=[CH:16]/[C:17]([OH:19])=[O:18])=[CH:11][CH:10]=2)[CH2:4][CH2:3]1. The yield is 0.820. (3) The reactants are [N:1]([CH2:4][C:5]1[CH:10]=[CH:9][C:8]([C:11]2[CH:16]=[CH:15][C:14]([N:17]3[CH2:21][CH:20]([CH2:22][NH:23][C:24](=[O:26])[CH3:25])[O:19][C:18]3=[O:27])=[CH:13][C:12]=2[F:28])=[CH:7][CH:6]=1)=[N+]=[N-].C1(P(C2C=CC=CC=2)C2C=CC=CC=2)C=CC=CC=1.O. The catalyst is O1CCCC1. The product is [NH2:1][CH2:4][C:5]1[CH:10]=[CH:9][C:8]([C:11]2[CH:16]=[CH:15][C:14]([N:17]3[CH2:21][CH:20]([CH2:22][NH:23][C:24](=[O:26])[CH3:25])[O:19][C:18]3=[O:27])=[CH:13][C:12]=2[F:28])=[CH:7][CH:6]=1. The yield is 0.870. (4) The reactants are C([O:3][C:4](=[O:24])[CH2:5][CH:6]1[O:10][B:9]([OH:11])[C:8]2[CH:12]=[C:13]([O:17][C:18]3[S:19][C:20]([NH2:23])=[N:21][N:22]=3)[CH:14]=[C:15]([CH3:16])[C:7]1=2)C.[Li+].[OH-].Cl. The catalyst is C1COCC1.CO.O. The product is [NH2:23][C:20]1[S:19][C:18]([O:17][C:13]2[CH:14]=[C:15]([CH3:16])[C:7]3[CH:6]([CH2:5][C:4]([OH:24])=[O:3])[O:10][B:9]([OH:11])[C:8]=3[CH:12]=2)=[N:22][N:21]=1. The yield is 0.750. (5) The reactants are C(O[C:4]([C:6]1[CH:7]=[C:8]2[C:12](=[CH:13][CH:14]=1)[NH:11][N:10]=[C:9]2[C:15]1[CH:24]=[CH:23][C:22]2[C:17](=[CH:18][CH:19]=[C:20]([O:25][CH2:26][CH2:27][C:28]3[CH:33]=[CH:32][CH:31]=[CH:30][N:29]=3)[CH:21]=2)[CH:16]=1)=[NH:5])C.C(N(CC)CC)C.[NH2:41][NH:42][C:43](=O)[CH2:44][N:45]1[CH2:50][CH2:49][O:48][CH2:47][CH2:46]1. The catalyst is O1CCCC1. The product is [N:45]1([CH2:44][C:43]2[N:5]=[C:4]([C:6]3[CH:7]=[C:8]4[C:12](=[CH:13][CH:14]=3)[NH:11][N:10]=[C:9]4[C:15]3[CH:16]=[C:17]4[C:22](=[CH:23][CH:24]=3)[CH:21]=[C:20]([O:25][CH2:26][CH2:27][C:28]3[CH:33]=[CH:32][CH:31]=[CH:30][N:29]=3)[CH:19]=[CH:18]4)[NH:41][N:42]=2)[CH2:50][CH2:49][O:48][CH2:47][CH2:46]1. The yield is 0.0800. (6) The reactants are [CH:1]1([CH2:4][N:5]2[C:9]3[CH:10]=[CH:11][C:12]([S:14]([CH:17]4[CH2:22][CH2:21][NH:20][CH2:19][CH2:18]4)(=[O:16])=[O:15])=[CH:13][C:8]=3[N:7]=[C:6]2[CH2:23][C:24]([CH3:27])([CH3:26])[CH3:25])[CH2:3][CH2:2]1.C(N(CC)CC)C.[C:35]1([C:41](Cl)([C:48]2[CH:53]=[CH:52][CH:51]=[CH:50][CH:49]=2)[C:42]2[CH:47]=[CH:46][CH:45]=[CH:44][CH:43]=2)[CH:40]=[CH:39][CH:38]=[CH:37][CH:36]=1. The catalyst is ClCCl. The product is [CH:1]1([CH2:4][N:5]2[C:9]3[CH:10]=[CH:11][C:12]([S:14]([CH:17]4[CH2:22][CH2:21][N:20]([C:41]([C:35]5[CH:40]=[CH:39][CH:38]=[CH:37][CH:36]=5)([C:48]5[CH:49]=[CH:50][CH:51]=[CH:52][CH:53]=5)[C:42]5[CH:43]=[CH:44][CH:45]=[CH:46][CH:47]=5)[CH2:19][CH2:18]4)(=[O:15])=[O:16])=[CH:13][C:8]=3[N:7]=[C:6]2[CH2:23][C:24]([CH3:27])([CH3:26])[CH3:25])[CH2:2][CH2:3]1. The yield is 0.940. (7) The catalyst is CO.O1CCCC1. The yield is 0.750. The reactants are [CH3:1][C:2]1[CH:7]=[C:6]([O:8][CH:9]2[CH2:14][CH2:13][CH2:12][CH2:11][O:10]2)[CH:5]=[CH:4][C:3]=1[C:15]1[CH:20]=[CH:19][CH:18]=[C:17]([CH2:21][O:22][C:23]2[CH:28]=[CH:27][C:26]([CH2:29][CH2:30][C:31]([O:33]C)=[O:32])=[CH:25][CH:24]=2)[CH:16]=1.[OH-].[Na+].O.C(O)(=O)CC(CC(O)=O)(C(O)=O)O. The product is [CH3:1][C:2]1[CH:7]=[C:6]([O:8][CH:9]2[CH2:14][CH2:13][CH2:12][CH2:11][O:10]2)[CH:5]=[CH:4][C:3]=1[C:15]1[CH:20]=[CH:19][CH:18]=[C:17]([CH2:21][O:22][C:23]2[CH:24]=[CH:25][C:26]([CH2:29][CH2:30][C:31]([OH:33])=[O:32])=[CH:27][CH:28]=2)[CH:16]=1.